Task: Regression. Given a peptide amino acid sequence and an MHC pseudo amino acid sequence, predict their binding affinity value. This is MHC class I binding data.. Dataset: Peptide-MHC class I binding affinity with 185,985 pairs from IEDB/IMGT (1) The MHC is HLA-A03:01 with pseudo-sequence HLA-A03:01. The peptide sequence is WSTIWRQLY. The binding affinity (normalized) is 0.0847. (2) The peptide sequence is TPEGIIPTLF. The MHC is HLA-B35:01 with pseudo-sequence HLA-B35:01. The binding affinity (normalized) is 0.581. (3) The peptide sequence is QIFNEDTSYY. The MHC is HLA-A68:01 with pseudo-sequence HLA-A68:01. The binding affinity (normalized) is 0.772. (4) The peptide sequence is LPLEFWQAW. The MHC is HLA-B51:01 with pseudo-sequence HLA-B51:01. The binding affinity (normalized) is 0.0847. (5) The peptide sequence is VYAWERKKI. The MHC is HLA-A30:02 with pseudo-sequence HLA-A30:02. The binding affinity (normalized) is 0. (6) The peptide sequence is EACYIYKSGK. The MHC is HLA-A31:01 with pseudo-sequence HLA-A31:01. The binding affinity (normalized) is 0.189. (7) The peptide sequence is NMCNSDVSV. The MHC is HLA-A02:02 with pseudo-sequence HLA-A02:02. The binding affinity (normalized) is 0.595. (8) The peptide sequence is YELLRYNEY. The MHC is HLA-A31:01 with pseudo-sequence HLA-A31:01. The binding affinity (normalized) is 0.0847. (9) The peptide sequence is FPVKPQVPL. The MHC is HLA-A30:01 with pseudo-sequence HLA-A30:01. The binding affinity (normalized) is 0.